Dataset: Full USPTO retrosynthesis dataset with 1.9M reactions from patents (1976-2016). Task: Predict the reactants needed to synthesize the given product. Given the product [F:28][C:22]1[CH:23]=[C:24]([F:27])[CH:25]=[CH:26][C:21]=1[CH2:20][CH:16]([C:17](=[O:19])[CH3:18])[C:15]([NH:1][C:2]1[CH:3]=[C:4]([OH:9])[CH:5]=[CH:6][C:7]=1[F:8])=[O:29], predict the reactants needed to synthesize it. The reactants are: [NH2:1][C:2]1[CH:3]=[C:4]([OH:9])[CH:5]=[CH:6][C:7]=1[F:8].C(S[C:15](=[O:29])[CH:16]([CH2:20][C:21]1[CH:26]=[CH:25][C:24]([F:27])=[CH:23][C:22]=1[F:28])[C:17](=[O:19])[CH3:18])(C)(C)C.